Regression. Given two drug SMILES strings and cell line genomic features, predict the synergy score measuring deviation from expected non-interaction effect. From a dataset of NCI-60 drug combinations with 297,098 pairs across 59 cell lines. (1) Drug 1: CCCCCOC(=O)NC1=NC(=O)N(C=C1F)C2C(C(C(O2)C)O)O. Drug 2: CC1=C2C(C(=O)C3(C(CC4C(C3C(C(C2(C)C)(CC1OC(=O)C(C(C5=CC=CC=C5)NC(=O)OC(C)(C)C)O)O)OC(=O)C6=CC=CC=C6)(CO4)OC(=O)C)O)C)O. Cell line: MALME-3M. Synergy scores: CSS=-4.57, Synergy_ZIP=3.45, Synergy_Bliss=0.300, Synergy_Loewe=-1.96, Synergy_HSA=-5.47. (2) Drug 1: CC1=C(N=C(N=C1N)C(CC(=O)N)NCC(C(=O)N)N)C(=O)NC(C(C2=CN=CN2)OC3C(C(C(C(O3)CO)O)O)OC4C(C(C(C(O4)CO)O)OC(=O)N)O)C(=O)NC(C)C(C(C)C(=O)NC(C(C)O)C(=O)NCCC5=NC(=CS5)C6=NC(=CS6)C(=O)NCCC[S+](C)C)O. Drug 2: B(C(CC(C)C)NC(=O)C(CC1=CC=CC=C1)NC(=O)C2=NC=CN=C2)(O)O. Cell line: NCI-H226. Synergy scores: CSS=47.9, Synergy_ZIP=5.89, Synergy_Bliss=5.67, Synergy_Loewe=5.27, Synergy_HSA=7.92. (3) Drug 1: CCCS(=O)(=O)NC1=C(C(=C(C=C1)F)C(=O)C2=CNC3=C2C=C(C=N3)C4=CC=C(C=C4)Cl)F. Drug 2: C1CCC(C1)C(CC#N)N2C=C(C=N2)C3=C4C=CNC4=NC=N3. Cell line: SNB-19. Synergy scores: CSS=-4.82, Synergy_ZIP=3.85, Synergy_Bliss=1.94, Synergy_Loewe=-0.0933, Synergy_HSA=-2.26. (4) Drug 1: C1=NC(=NC(=O)N1C2C(C(C(O2)CO)O)O)N. Drug 2: CS(=O)(=O)CCNCC1=CC=C(O1)C2=CC3=C(C=C2)N=CN=C3NC4=CC(=C(C=C4)OCC5=CC(=CC=C5)F)Cl. Cell line: SF-539. Synergy scores: CSS=47.2, Synergy_ZIP=2.26, Synergy_Bliss=3.48, Synergy_Loewe=-22.2, Synergy_HSA=3.02. (5) Drug 1: C1=CC(=C2C(=C1NCCNCCO)C(=O)C3=C(C=CC(=C3C2=O)O)O)NCCNCCO. Drug 2: CNC(=O)C1=NC=CC(=C1)OC2=CC=C(C=C2)NC(=O)NC3=CC(=C(C=C3)Cl)C(F)(F)F. Cell line: SF-268. Synergy scores: CSS=56.1, Synergy_ZIP=4.09, Synergy_Bliss=2.81, Synergy_Loewe=0.364, Synergy_HSA=5.87. (6) Drug 1: C1=CN(C=N1)CC(O)(P(=O)(O)O)P(=O)(O)O. Drug 2: CC1=C(N=C(N=C1N)C(CC(=O)N)NCC(C(=O)N)N)C(=O)NC(C(C2=CN=CN2)OC3C(C(C(C(O3)CO)O)O)OC4C(C(C(C(O4)CO)O)OC(=O)N)O)C(=O)NC(C)C(C(C)C(=O)NC(C(C)O)C(=O)NCCC5=NC(=CS5)C6=NC(=CS6)C(=O)NCCC[S+](C)C)O. Cell line: DU-145. Synergy scores: CSS=18.8, Synergy_ZIP=-1.66, Synergy_Bliss=2.04, Synergy_Loewe=-7.64, Synergy_HSA=1.45.